From a dataset of Catalyst prediction with 721,799 reactions and 888 catalyst types from USPTO. Predict which catalyst facilitates the given reaction. Reactant: [CH3:1][C:2](C)([O-])C.[K+].[CH3:7][CH:8]([C:12]([CH3:14])=[O:13])[C:9]([O-:11])=[O:10].Cl[C:16]1[C:21]([C:22]#[N:23])=[C:20]([NH:24][CH3:25])[C:19]([N+:26]([O-:28])=[O:27])=[CH:18][CH:17]=1.[NH4+].[Cl-]. Product: [CH2:1]([O:10][C:9](=[O:11])[C:8]([C:16]1[CH:17]=[CH:18][C:19]([N+:26]([O-:28])=[O:27])=[C:20]([NH:24][CH3:25])[C:21]=1[C:22]#[N:23])([CH3:7])[C:12](=[O:13])[CH3:14])[CH3:2]. The catalyst class is: 816.